From a dataset of Full USPTO retrosynthesis dataset with 1.9M reactions from patents (1976-2016). Predict the reactants needed to synthesize the given product. (1) The reactants are: [H-].[Na+].[Br-].[C:4]([O:8]C(C[P+](C1C=CC=CC=1)(C1C=CC=CC=1)C1C=CC=CC=1)=O)(C)(C)C.C([C:33]1[NH:37][C:36]([C:38]([O:40][CH3:41])=[O:39])=[CH:35][CH:34]=1)=O. Given the product [CH:4]([C:34]1[CH:35]=[C:36]([C:38]([O:40][CH3:41])=[O:39])[NH:37][CH:33]=1)=[O:8], predict the reactants needed to synthesize it. (2) Given the product [F:17][C:18]([F:31])([F:30])[S:19]([O:10][C:8]1[CH:7]=[CH:6][C:3]([CH:4]=[O:5])=[C:2]([Cl:1])[CH:9]=1)(=[O:21])=[O:20], predict the reactants needed to synthesize it. The reactants are: [Cl:1][C:2]1[CH:9]=[C:8]([OH:10])[CH:7]=[CH:6][C:3]=1[CH:4]=[O:5].N1C=CC=CC=1.[F:17][C:18]([F:31])([F:30])[S:19](O[S:19]([C:18]([F:31])([F:30])[F:17])(=[O:21])=[O:20])(=[O:21])=[O:20]. (3) Given the product [CH3:13][C:14]1[N:15]=[CH:16][N:17]([C:6]2[CH:7]=[C:2]([NH2:1])[CH:3]=[C:4]([C:9]([F:12])([F:10])[F:11])[CH:5]=2)[CH:18]=1, predict the reactants needed to synthesize it. The reactants are: [NH2:1][C:2]1[CH:3]=[C:4]([C:9]([F:12])([F:11])[F:10])[CH:5]=[C:6](Br)[CH:7]=1.[CH3:13][C:14]1[N:15]=[CH:16][NH:17][CH:18]=1.C(=O)([O-])[O-].[K+].[K+].CN(C)C(=O)C. (4) Given the product [Cl:1][C:2]1[CH:7]=[CH:6][CH:5]=[CH:4][C:3]=1/[CH:8]=[CH:10]/[CH3:11], predict the reactants needed to synthesize it. The reactants are: [Cl:1][C:2]1[CH:7]=[CH:6][CH:5]=[CH:4][C:3]=1[CH:8]=O.[CH3:10][CH2:11]C(=O)CC.B(F)(F)F.CCOCC.O. (5) The reactants are: Cl[CH2:2][C:3]1[O:4][C:5]2[CH:11]=[CH:10][C:9]([C:12]3[C:20]4[C:15](=[CH:16][C:17]([F:21])=[CH:18][CH:19]=4)[N:14]([S:22]([C:25]4[CH:30]=[CH:29][CH:28]=[CH:27][CH:26]=4)(=[O:24])=[O:23])[CH:13]=3)=[CH:8][C:6]=2[N:7]=1.[CH3:31][N:32]1[CH2:37][CH2:36][NH:35][CH2:34][CH2:33]1. Given the product [F:21][C:17]1[CH:16]=[C:15]2[C:20]([C:12]([C:9]3[CH:10]=[CH:11][C:5]4[O:4][C:3]([CH2:2][N:35]5[CH2:36][CH2:37][N:32]([CH3:31])[CH2:33][CH2:34]5)=[N:7][C:6]=4[CH:8]=3)=[CH:13][N:14]2[S:22]([C:25]2[CH:30]=[CH:29][CH:28]=[CH:27][CH:26]=2)(=[O:24])=[O:23])=[CH:19][CH:18]=1, predict the reactants needed to synthesize it. (6) Given the product [CH3:30][C:20]1[CH:25]=[CH:24][C:23]([S:26]([O:19][CH2:18][CH:15]2[CH2:14][C:13]3[CH:12]=[CH:11][CH:10]=[C:9]([C:3]4[C:4]([Cl:8])=[CH:5][CH:6]=[CH:7][C:2]=4[Cl:1])[C:17]=3[O:16]2)(=[O:28])=[O:27])=[CH:22][CH:21]=1, predict the reactants needed to synthesize it. The reactants are: [Cl:1][C:2]1[CH:7]=[CH:6][CH:5]=[C:4]([Cl:8])[C:3]=1[C:9]1[C:17]2[O:16][CH:15]([CH2:18][OH:19])[CH2:14][C:13]=2[CH:12]=[CH:11][CH:10]=1.[C:20]1([CH3:30])[CH:25]=[CH:24][C:23]([S:26](Cl)(=[O:28])=[O:27])=[CH:22][CH:21]=1.CC1C=CC(S(OCC2CC3C(C(F)(F)F)=CC=C(Cl)C=3O2)(=O)=O)=CC=1. (7) The reactants are: [CH3:1][C:2]([C:12]1[CH:17]=[CH:16][C:15]([N+:18]([O-])=O)=[CH:14][CH:13]=1)([CH3:11])[CH2:3][CH2:4][N:5]1[CH2:10][CH2:9][O:8][CH2:7][CH2:6]1.CC(O)=O. Given the product [CH3:11][C:2]([C:12]1[CH:13]=[CH:14][C:15]([NH2:18])=[CH:16][CH:17]=1)([CH3:1])[CH2:3][CH2:4][N:5]1[CH2:6][CH2:7][O:8][CH2:9][CH2:10]1, predict the reactants needed to synthesize it. (8) Given the product [CH3:17][N:13]1[C:14]([O:15][CH3:16])=[C:10]([CH3:8])[C:11]([C:18]2[CH:23]=[CH:22][C:21]([O:24][CH:25]([CH3:26])[CH3:27])=[C:20]([CH3:28])[CH:19]=2)=[N:12]1, predict the reactants needed to synthesize it. The reactants are: C([SiH](CC)CC)C.[CH:8]([C:10]1[C:11]([C:18]2[CH:23]=[CH:22][C:21]([O:24][CH:25]([CH3:27])[CH3:26])=[C:20]([CH3:28])[CH:19]=2)=[N:12][N:13]([CH3:17])[C:14]=1[O:15][CH3:16])=O. (9) Given the product [CH3:42][S:43]([OH:46])(=[O:45])=[O:44].[CH3:42][S:43]([OH:46])(=[O:45])=[O:44].[Cl:37][C:32]1[C:31]([O:38][CH3:39])=[CH:30][C:29]([C:26]2[CH:27]=[CH:28][C:23]([N:19]3[CH2:20][CH2:21][CH2:22][N:16]([C:13]4[CH:12]=[CH:11][C:10]([C:5]5[CH:6]=[C:7]([O:8][CH3:9])[C:2]([Cl:1])=[C:3]([O:40][CH3:41])[CH:4]=5)=[CH:15][N:14]=4)[CH2:17][CH2:18]3)=[N:24][CH:25]=2)=[CH:34][C:33]=1[O:35][CH3:36], predict the reactants needed to synthesize it. The reactants are: [Cl:1][C:2]1[C:7]([O:8][CH3:9])=[CH:6][C:5]([C:10]2[CH:11]=[CH:12][C:13]([N:16]3[CH2:22][CH2:21][CH2:20][N:19]([C:23]4[CH:28]=[CH:27][C:26]([C:29]5[CH:34]=[C:33]([O:35][CH3:36])[C:32]([Cl:37])=[C:31]([O:38][CH3:39])[CH:30]=5)=[CH:25][N:24]=4)[CH2:18][CH2:17]3)=[N:14][CH:15]=2)=[CH:4][C:3]=1[O:40][CH3:41].[CH3:42][S:43]([OH:46])(=[O:45])=[O:44].